This data is from Full USPTO retrosynthesis dataset with 1.9M reactions from patents (1976-2016). The task is: Predict the reactants needed to synthesize the given product. (1) Given the product [C:32]([NH:31][CH2:30][C:28]1[N:27]=[CH:26][C:24]2[CH2:25][N:20]([C:10]3[C:9]([F:8])=[C:14]([O:15][CH3:16])[CH:13]=[C:12]([O:17][CH3:18])[C:11]=3[F:19])[C:21](=[O:43])[N:22]([CH2:36][CH:37]3[CH2:42][CH2:41][N:40]([C:54]([O:56][CH3:57])=[O:55])[CH2:39][CH2:38]3)[C:23]=2[CH:29]=1)(=[O:35])[CH:33]=[CH2:34], predict the reactants needed to synthesize it. The reactants are: FC(F)(F)C(O)=O.[F:8][C:9]1[C:14]([O:15][CH3:16])=[CH:13][C:12]([O:17][CH3:18])=[C:11]([F:19])[C:10]=1[N:20]1[CH2:25][C:24]2[CH:26]=[N:27][C:28]([CH2:30][NH:31][C:32](=[O:35])[CH:33]=[CH2:34])=[CH:29][C:23]=2[N:22]([CH2:36][CH:37]2[CH2:42][CH2:41][NH:40][CH2:39][CH2:38]2)[C:21]1=[O:43].C(N(CC)C(C)C)(C)C.Cl[C:54]([O:56][CH3:57])=[O:55]. (2) Given the product [OH:51][CH2:50][CH2:49][O:6][C@@H:7]1[C@H:22]([O:23][CH2:24][C:25]2[CH:30]=[CH:29][C:28]([Cl:31])=[CH:27][C:26]=2[Cl:32])[C@@H:10]([CH2:11][O:12][CH2:13][C:14]2[CH:19]=[CH:18][C:17]([Cl:20])=[CH:16][C:15]=2[Cl:21])[O:9][C@H:8]1[N:33]1[CH:41]=[C:39]([CH3:40])[C:37](=[O:38])[NH:36][C:34]1=[O:35], predict the reactants needed to synthesize it. The reactants are: C(CC([O:6][C@@H:7]1[C@H:11]([O:12][CH2:13][C:14]2[CH:19]=[CH:18][C:17]([Cl:20])=[CH:16][C:15]=2[Cl:21])[C@@H:10]([CH2:22][O:23][CH2:24][C:25]2[CH:30]=[CH:29][C:28]([Cl:31])=[CH:27][C:26]=2[Cl:32])[O:9][C@H:8]1[N:33]1[CH:41]=[C:39]([CH3:40])[C:37](=[O:38])[NH:36][C:34]1=[O:35])=O)C.[BH4-].[Na+].C([O-])(O)=O.[Na+].[CH3:49][CH2:50][OH:51].